This data is from Forward reaction prediction with 1.9M reactions from USPTO patents (1976-2016). The task is: Predict the product of the given reaction. (1) Given the reactants [NH2:1][C:2]1[C:7]2[C:8]([CH2:11][O:12][C:13]3[CH:18]=[CH:17][C:16]([Br:19])=[CH:15][CH:14]=3)=[CH:9][S:10][C:6]=2[C:5]([C:20]([OH:22])=O)=[CH:4][N:3]=1.O.O[N:25]1[C:29]2[CH:30]=[CH:31][CH:32]=[CH:33]C=2N=N1.C(N=C=NC(C)C)(C)C.[N:43]1([CH2:48][CH2:49][O:50][CH2:51][CH2:52]N)CCCC1, predict the reaction product. The product is: [N:25]1([CH2:52][CH2:51][O:50][CH2:49][CH2:48][NH:43][C:20]([C:5]2[C:6]3[S:10][CH:9]=[C:8]([CH2:11][O:12][C:13]4[CH:14]=[CH:15][C:16]([Br:19])=[CH:17][CH:18]=4)[C:7]=3[C:2]([NH2:1])=[N:3][CH:4]=2)=[O:22])[CH2:29][CH2:30][CH2:31][CH2:32][CH2:33]1. (2) Given the reactants [NH2:1][C:2]1[CH:7]=[CH:6][C:5]([C:8]([N:10]2[CH2:15][CH2:14][N:13]([CH2:16][C:17]3[CH:22]=[CH:21][CH:20]=[CH:19][CH:18]=3)[CH2:12][CH2:11]2)=[O:9])=[CH:4][C:3]=1[F:23].CCN(C(C)C)C(C)C.ClC(Cl)(O[C:37](=[O:43])OC(Cl)(Cl)Cl)Cl.Cl.[NH2:46][CH2:47][C:48]([CH3:52])([CH3:51])[C:49]#[N:50], predict the reaction product. The product is: [CH2:16]([N:13]1[CH2:12][CH2:11][N:10]([C:8]([C:5]2[CH:6]=[CH:7][C:2]([NH:1][C:37]([NH:50][CH2:49][C:48]([C:47]#[N:46])([CH3:52])[CH3:51])=[O:43])=[C:3]([F:23])[CH:4]=2)=[O:9])[CH2:15][CH2:14]1)[C:17]1[CH:18]=[CH:19][CH:20]=[CH:21][CH:22]=1. (3) Given the reactants [NH2:1][CH2:2][C:3]1[CH:8]=[CH:7][C:6]([CH:9]([CH3:29])[C:10]([NH:12][CH2:13][C:14]2[C:15]([N:24]3[CH2:28][CH2:27][CH2:26][CH2:25]3)=[N:16][C:17]([C:20]([F:23])([F:22])[F:21])=[CH:18][CH:19]=2)=[O:11])=[CH:5][C:4]=1[CH3:30].[CH3:31][S:32](Cl)(=[O:34])=[O:33], predict the reaction product. The product is: [CH3:30][C:4]1[CH:5]=[C:6]([CH:9]([CH3:29])[C:10]([NH:12][CH2:13][C:14]2[C:15]([N:24]3[CH2:25][CH2:26][CH2:27][CH2:28]3)=[N:16][C:17]([C:20]([F:23])([F:21])[F:22])=[CH:18][CH:19]=2)=[O:11])[CH:7]=[CH:8][C:3]=1[CH2:2][NH:1][S:32]([CH3:31])(=[O:34])=[O:33]. (4) The product is: [CH2:1]([O:8][C:9]1[CH:14]=[C:13]2[C:12]([CH2:15][CH2:16][NH:17][CH:18]2[CH2:19][C:20]2[CH:25]=[CH:24][C:23]([Cl:26])=[C:22]([Cl:27])[CH:21]=2)=[CH:11][C:10]=1[O:29][CH3:30])[C:2]1[CH:7]=[CH:6][CH:5]=[CH:4][CH:3]=1. Given the reactants [CH2:1]([O:8][C:9]1[CH:14]=[CH:13][C:12]([CH:15]=[CH:16][NH:17][C:18](=O)[CH2:19][C:20]2[CH:25]=[CH:24][C:23]([Cl:26])=[C:22]([Cl:27])[CH:21]=2)=[CH:11][C:10]=1[O:29][CH3:30])[C:2]1[CH:7]=[CH:6][CH:5]=[CH:4][CH:3]=1.O=P(Cl)(Cl)Cl.[BH4-].[Na+], predict the reaction product. (5) Given the reactants [CH:1]([C:4]1[CH:9]=[CH:8][C:7]([S:10]([CH2:13][C:14]2[CH:19]=[CH:18][C:17]([CH2:20][C:21]([NH2:23])=O)=[CH:16][CH:15]=2)(=[O:12])=[O:11])=[CH:6][CH:5]=1)([CH3:3])[CH3:2].[ClH:24], predict the reaction product. The product is: [CH:1]([C:4]1[CH:5]=[CH:6][C:7]([S:10]([CH2:13][C:14]2[CH:15]=[CH:16][C:17]([CH2:20][CH2:21][NH2:23])=[CH:18][CH:19]=2)(=[O:12])=[O:11])=[CH:8][CH:9]=1)([CH3:3])[CH3:2].[ClH:24]. (6) Given the reactants [F:1][C:2]1[CH:7]=[CH:6][C:5]([N:8]2[CH:13]=[CH:12][CH:11]=[C:10]([C:14]([O:16]C)=[O:15])[C:9]2=[O:18])=[CH:4][CH:3]=1.[OH-].[Na+], predict the reaction product. The product is: [F:1][C:2]1[CH:7]=[CH:6][C:5]([N:8]2[CH:13]=[CH:12][CH:11]=[C:10]([C:14]([OH:16])=[O:15])[C:9]2=[O:18])=[CH:4][CH:3]=1.